This data is from Catalyst prediction with 721,799 reactions and 888 catalyst types from USPTO. The task is: Predict which catalyst facilitates the given reaction. (1) Reactant: [Cl:1][C:2]1[C:11]2[C:6](=[CH:7][C:8]([OH:14])=[C:9]([O:12][CH3:13])[CH:10]=2)[N:5]=[CH:4][CH:3]=1.Cl[CH2:16][CH2:17][CH2:18][N:19]1[CH2:24][CH2:23][O:22][CH2:21][CH2:20]1.C(=O)([O-])[O-].[K+].[K+]. Product: [Cl:1][C:2]1[C:11]2[C:6](=[CH:7][C:8]([O:14][CH2:16][CH2:17][CH2:18][N:19]3[CH2:24][CH2:23][O:22][CH2:21][CH2:20]3)=[C:9]([O:12][CH3:13])[CH:10]=2)[N:5]=[CH:4][CH:3]=1. The catalyst class is: 18. (2) Reactant: [F:1][C:2]1[CH:7]=[CH:6][C:5]([C:8]#[C:9][C:10]2[S:14][CH:13]=[N:12][C:11]=2[NH:15][C:16](=[O:22])[O:17][C:18]([CH3:21])([CH3:20])[CH3:19])=[CH:4][CH:3]=1.[Li]CCCC.[Cl:28]N1C(=O)CCC1=O. Product: [Cl:28][C:13]1[S:14][C:10]([C:9]#[C:8][C:5]2[CH:6]=[CH:7][C:2]([F:1])=[CH:3][CH:4]=2)=[C:11]([NH:15][C:16](=[O:22])[O:17][C:18]([CH3:19])([CH3:21])[CH3:20])[N:12]=1. The catalyst class is: 134. (3) Reactant: [NH2:1][C:2]1[N:10]=[CH:9][N:8]=[C:7]2[C:3]=1[N:4]=[CH:5][N:6]2[C@H:11]1[C@@H:15]2[O:16][C:17]([CH3:20])([CH3:19])[O:18][C@@H:14]2[C@@H:13]([CH2:21][NH:22][CH2:23][CH2:24][CH2:25][N:26]2[C:34](=[O:35])[C:33]3[C:28](=[CH:29][CH:30]=[CH:31][CH:32]=3)[C:27]2=[O:36])[O:12]1.[CH3:37][C:38]([O:41][C:42](O[C:42]([O:41][C:38]([CH3:40])([CH3:39])[CH3:37])=[O:43])=[O:43])([CH3:40])[CH3:39].O. Product: [C:38]([O:41][C:42](=[O:43])[N:22]([CH2:21][C@@H:13]1[C@@H:14]2[C@@H:15]([O:16][C:17]([CH3:19])([CH3:20])[O:18]2)[C@H:11]([N:6]2[CH:5]=[N:4][C:3]3[C:7]2=[N:8][CH:9]=[N:10][C:2]=3[NH2:1])[O:12]1)[CH2:23][CH2:24][CH2:25][N:26]1[C:34](=[O:35])[C:33]2[C:28](=[CH:29][CH:30]=[CH:31][CH:32]=2)[C:27]1=[O:36])([CH3:40])([CH3:39])[CH3:37]. The catalyst class is: 2. (4) Reactant: [OH-].[NH4+].[NH2:3][C@@H:4]([C:9]([OH:11])=[O:10])[C:5]([CH3:8])([CH3:7])[CH3:6]. Product: [NH2:3][CH:4]([C:9]([OH:11])=[O:10])[C:5]([CH3:8])([CH3:7])[CH3:6]. The catalyst class is: 21. (5) Reactant: [OH:1][CH:2]([C:23]1[C:32]2[C:27](=[CH:28][CH:29]=[C:30]([O:33][CH3:34])[CH:31]=2)[N:26]=[CH:25][C:24]=1[F:35])[CH2:3][CH2:4][CH:5]1[CH2:10][CH2:9][N:8]([CH2:11][CH2:12][S:13][C:14]2[S:15][CH:16]=[CH:17][CH:18]=2)[CH2:7][CH:6]1[C:19]([O:21]C)=[O:20].O1CCOCC1.[OH-].[Na+]. Product: [OH:1][CH:2]([C:23]1[C:32]2[C:27](=[CH:28][CH:29]=[C:30]([O:33][CH3:34])[CH:31]=2)[N:26]=[CH:25][C:24]=1[F:35])[CH2:3][CH2:4][CH:5]1[CH2:10][CH2:9][N:8]([CH2:11][CH2:12][S:13][C:14]2[S:15][CH:16]=[CH:17][CH:18]=2)[CH2:7][CH:6]1[C:19]([OH:21])=[O:20]. The catalyst class is: 581. (6) Reactant: C(Cl)(=O)C([Cl:4])=O.CS(C)=O.[OH:11][CH2:12][C:13]([NH:16][C:17]1[S:18][CH:19]=[C:20]([C:22]2[CH:29]=[CH:28][C:25]([C:26]#[N:27])=[CH:24][CH:23]=2)[N:21]=1)([CH3:15])[CH3:14].C(N(CC)CC)C. Product: [Cl:4][C:19]1[S:18][C:17]([NH:16][C:13]([CH3:15])([CH3:14])[CH:12]=[O:11])=[N:21][C:20]=1[C:22]1[CH:23]=[CH:24][C:25]([C:26]#[N:27])=[CH:28][CH:29]=1. The catalyst class is: 539. (7) Reactant: I[C:2]1[C:10]2[C:5](=[N:6][CH:7]=[N:8][C:9]=2[NH2:11])[NH:4][N:3]=1.[CH3:12][O:13][C:14]1[CH:19]=[CH:18][C:17](B(O)O)=[CH:16][CH:15]=1.C(=O)([O-])[O-].[Na+].[Na+].ClCCl. Product: [CH3:12][O:13][C:14]1[CH:19]=[CH:18][C:17]([C:2]2[C:10]3[C:5](=[N:6][CH:7]=[N:8][C:9]=3[NH2:11])[NH:4][N:3]=2)=[CH:16][CH:15]=1. The catalyst class is: 615. (8) Reactant: C([Li])CCC.[Br:6][C:7]1[CH:12]=[CH:11][C:10]([O:13][CH2:14][CH3:15])=[CH:9][CH:8]=1.Br[C:17]1[CH:18]=[CH:19][C:20]2[O:24][CH2:23][C:22](=O)[C:21]=2[CH:26]=1.Cl. Product: [Br:6][C:7]1[CH:12]=[CH:11][C:10]2[O:13][CH:14]=[C:15]([C:17]3[CH:26]=[CH:21][C:20]([O:24][CH2:23][CH3:22])=[CH:19][CH:18]=3)[C:9]=2[CH:8]=1. The catalyst class is: 30. (9) Reactant: [CH3:1][O:2][C:3](=[O:14])[C:4]1[CH:9]=[C:8]([CH2:10][OH:11])[CH:7]=[C:6]([C:12]#[N:13])[CH:5]=1.[Cr](Cl)([O-])(=O)=O.[NH+]1C=CC=CC=1. Product: [CH3:1][O:2][C:3](=[O:14])[C:4]1[CH:9]=[C:8]([CH:10]=[O:11])[CH:7]=[C:6]([C:12]#[N:13])[CH:5]=1. The catalyst class is: 363.